From a dataset of Forward reaction prediction with 1.9M reactions from USPTO patents (1976-2016). Predict the product of the given reaction. Given the reactants [Br:1][C:2]1[CH:3]=[C:4]([CH:8]=[CH:9][CH:10]=1)[N:5]([CH3:7])[CH3:6].FC(F)(F)S(O[C:17]1[CH:22]=[CH:21]C=[CH:19][C:18]=1[Si](C)(C)C)(=O)=O.[F-].[K+].C1OCCOCCOCCOCCOCCOC1, predict the reaction product. The product is: [Br:1][C:2]1[CH:3]=[C:4]([CH:8]=[CH:9][CH:10]=1)[N:5]([CH3:7])[C:6]1[CH:21]=[CH:22][CH:17]=[CH:18][CH:19]=1.